This data is from Reaction yield outcomes from USPTO patents with 853,638 reactions. The task is: Predict the reaction yield, written as a fraction of the theoretical maximum amount of product (1.0 means a 100% yield; for example, 0.34 means a 34% yield). (1) The reactants are N(C(OCC)=O)=NC(OCC)=O.[OH:13][C:14]1[CH:30]=[CH:29][C:17]([C:18]([C:20]2[CH:25]=[CH:24][C:23]([N+:26]([O-:28])=[O:27])=[CH:22][CH:21]=2)=[O:19])=[CH:16][CH:15]=1.O[CH:32]1[CH2:37][CH2:36][O:35][CH2:34][CH2:33]1.C1(P(C2C=CC=CC=2)C2C=CC=CC=2)C=CC=CC=1. The catalyst is O1CCCC1. The product is [O:35]1[CH2:36][CH2:37][CH:32]([O:13][C:14]2[CH:30]=[CH:29][C:17]([C:18]([C:20]3[CH:25]=[CH:24][C:23]([N+:26]([O-:28])=[O:27])=[CH:22][CH:21]=3)=[O:19])=[CH:16][CH:15]=2)[CH2:33][CH2:34]1. The yield is 0.610. (2) The reactants are NC1C=CC(C(N[C@@H](CCSC)C(OC)=O)=O)=C(CC2C=CC=CC=2)C=1.[OH2:27].[OH2:28].[Cr](O[Cr]([O-])(=O)=O)([O-])(=O)=O.[Na+].[Na+].[Br:40][C:41]1[CH:46]=[C:45]([N+:47]([O-:49])=[O:48])[CH:44]=[CH:43][C:42]=1[CH3:50].S(=O)(=O)(O)O. The catalyst is C(O)(=O)C. The product is [Br:40][C:41]1[CH:46]=[C:45]([N+:47]([O-:49])=[O:48])[CH:44]=[CH:43][C:42]=1[C:50]([OH:28])=[O:27]. The yield is 0.280. (3) The reactants are [CH2:1]([O:8][C@H:9]([CH3:19])[C:10]([N-]N1CCOCC1)=[O:11])[C:2]1[CH:7]=[CH:6][CH:5]=[CH:4][CH:3]=1.[CH:20]([Li])([CH3:22])[CH3:21].[Cl-].[NH4+]. The product is [CH2:1]([O:8][C@@H:9]([C:10](=[O:11])[CH:20]([CH3:22])[CH3:21])[CH3:19])[C:2]1[CH:3]=[CH:4][CH:5]=[CH:6][CH:7]=1. The yield is 0.940. The catalyst is C1COCC1.CCCCC. (4) The reactants are [NH2:1][C:2]1[C:7]([S:8]([NH:11][C:12]([CH3:15])([CH3:14])[CH3:13])(=[O:10])=[O:9])=[CH:6][C:5]([Br:16])=[CH:4][N:3]=1.Cl[CH2:18][C:19](=O)[CH3:20]. The catalyst is C(O)C. The product is [Br:16][C:5]1[CH:6]=[C:7]([S:8]([NH:11][C:12]([CH3:13])([CH3:15])[CH3:14])(=[O:10])=[O:9])[C:2]2[N:3]([CH:18]=[C:19]([CH3:20])[N:1]=2)[CH:4]=1. The yield is 0.660. (5) The reactants are [Br:1][C:2]1[CH:7]=[CH:6][C:5]([C:8](=NN(C)C)[C:9](=[O:14])[C:10]([F:13])([F:12])[F:11])=[CH:4][CH:3]=1.S(=O)(=O)(O)[OH:20]. No catalyst specified. The product is [Br:1][C:2]1[CH:7]=[CH:6][C:5]([C:8](=[O:20])[C:9](=[O:14])[C:10]([F:13])([F:12])[F:11])=[CH:4][CH:3]=1. The yield is 0.920. (6) The reactants are [NH:1]1[CH2:6][CH2:5][CH:4]([CH2:7][O:8][C:9]2[CH:18]=[CH:17][CH:16]=[C:15]3[C:10]=2[C:11]([NH2:20])=[N:12][C:13]([NH2:19])=[N:14]3)[CH2:3][CH2:2]1.[C:21]1([CH3:30])[CH:26]=[CH:25][C:24]([C:27](Cl)=[O:28])=[CH:23][CH:22]=1. No catalyst specified. The product is [NH2:19][C:13]1[N:12]=[C:11]([NH2:20])[C:10]2[C:15](=[CH:16][CH:17]=[CH:18][C:9]=2[O:8][CH2:7][CH:4]2[CH2:5][CH2:6][N:1]([C:27]([C:24]3[CH:25]=[CH:26][C:21]([CH3:30])=[CH:22][CH:23]=3)=[O:28])[CH2:2][CH2:3]2)[N:14]=1. The yield is 0.640. (7) The catalyst is CO. The yield is 0.890. The product is [OH:8][C@@H:4]1[CH2:5][CH2:6][CH2:7][C@H:3]1[NH:2][C:15](=[O:16])[O:17][C:18]([CH3:21])([CH3:20])[CH3:19]. The reactants are Cl.[NH2:2][C@@H:3]1[CH2:7][CH2:6][CH2:5][C@H:4]1[OH:8].C(=O)([O-])[O-].[Na+].[Na+].[C:15](O[C:15]([O:17][C:18]([CH3:21])([CH3:20])[CH3:19])=[O:16])([O:17][C:18]([CH3:21])([CH3:20])[CH3:19])=[O:16].